From a dataset of CYP2C9 inhibition data for predicting drug metabolism from PubChem BioAssay. Regression/Classification. Given a drug SMILES string, predict its absorption, distribution, metabolism, or excretion properties. Task type varies by dataset: regression for continuous measurements (e.g., permeability, clearance, half-life) or binary classification for categorical outcomes (e.g., BBB penetration, CYP inhibition). Dataset: cyp2c9_veith. (1) The molecule is CC(=O)NCCNc1ncnc2ccc(-c3ccc(C(=O)N(C)C)cc3)cc12. The result is 0 (non-inhibitor). (2) The molecule is Cc1ccc(CNC(=O)[C@H]2C[C@@H]2[C@H](NP(=O)(c2ccccc2)c2ccccc2)c2ccccc2)o1. The result is 1 (inhibitor). (3) The molecule is CCNc1ncc2nc(-c3cc(F)cc(F)c3)c(=O)n(C3CC3)c2n1. The result is 0 (non-inhibitor). (4) The drug is CCNc1ncc2nc(-c3cccs3)c(=O)n(-c3ccc(OC)cc3)c2n1. The result is 0 (non-inhibitor).